Dataset: Forward reaction prediction with 1.9M reactions from USPTO patents (1976-2016). Task: Predict the product of the given reaction. Given the reactants [Br:1][C:2]1[CH:3]=[C:4]([N:8]2[CH:12]=[C:11]([C@:13]([NH:20][S@@](C(C)(C)C)=O)([CH3:19])[C:14]([F:18])([F:17])[CH2:15][OH:16])[CH:10]=[N:9]2)[CH:5]=[CH:6][CH:7]=1.Cl, predict the reaction product. The product is: [NH2:20][C@@:13]([C:11]1[CH:10]=[N:9][N:8]([C:4]2[CH:5]=[CH:6][CH:7]=[C:2]([Br:1])[CH:3]=2)[CH:12]=1)([CH3:19])[C:14]([F:17])([F:18])[CH2:15][OH:16].